From a dataset of Forward reaction prediction with 1.9M reactions from USPTO patents (1976-2016). Predict the product of the given reaction. (1) Given the reactants I[C:2]1[CH:11]=[CH:10][CH:9]=[C:8]2[C:3]=1[CH:4]=[CH:5][N:6]([C@H:13]([CH3:17])[C:14]([NH2:16])=[O:15])[C:7]2=[O:12].[C:18]12([CH2:28][NH2:29])[CH2:27][CH:22]3[CH2:23][CH:24]([CH2:26][CH:20]([CH2:21]3)[CH2:19]1)[CH2:25]2.N12CCCN=C1CCCCC2.[O:41]1CCOC[CH2:42]1, predict the reaction product. The product is: [C:18]12([CH2:28][NH:29][C:42]([C:2]3[C:3]4[CH:4]=[CH:5][N:6]([C@@H:13]([C:14](=[O:15])[NH2:16])[CH3:17])[C:7](=[O:12])[C:8]=4[CH:9]=[CH:10][CH:11]=3)=[O:41])[CH2:25][CH:24]3[CH2:23][CH:22]([CH2:21][CH:20]([CH2:26]3)[CH2:19]1)[CH2:27]2. (2) Given the reactants Cl[C:2]1[N:3]=[N:4][C:5]([CH3:8])=[CH:6][CH:7]=1.[F:9][C:10]([F:25])([F:24])[C:11]1[CH:16]=[C:15]([C:17]([F:20])([F:19])[F:18])[CH:14]=[CH:13][C:12]=1B(O)O.C([O-])([O-])=O.[Na+].[Na+], predict the reaction product. The product is: [F:9][C:10]([F:24])([F:25])[C:11]1[CH:16]=[C:15]([C:17]([F:18])([F:19])[F:20])[CH:14]=[CH:13][C:12]=1[C:2]1[N:3]=[N:4][C:5]([CH3:8])=[CH:6][CH:7]=1. (3) Given the reactants [C:1]([C:9]1[CH:14]=[CH:13][CH:12]=[CH:11][CH:10]=1)(=O)[C:2]1[CH:7]=[CH:6][CH:5]=[CH:4][CH:3]=1.[CH3:15][NH:16][NH2:17], predict the reaction product. The product is: [C:2]1([C:1]([C:9]2[CH:14]=[CH:13][CH:12]=[CH:11][CH:10]=2)=[N:17][NH:16][CH3:15])[CH:7]=[CH:6][CH:5]=[CH:4][CH:3]=1. (4) Given the reactants [CH2:1]([C:5]1[C:6]2[N:20]=[C:19]([C:21]3[CH:35]=[C:34]([CH3:36])[C:24]([O:25][CH2:26][C:27]([O:29]C(C)(C)C)=[O:28])=[C:23]([CH3:37])[CH:22]=3)[O:18][C:7]=2[N:8]=[C:9]([O:11][CH2:12][CH2:13][C:14]([F:17])([F:16])[F:15])[N:10]=1)[CH:2]([CH3:4])[CH3:3].FC(F)(F)C(O)=O, predict the reaction product. The product is: [CH2:1]([C:5]1[C:6]2[N:20]=[C:19]([C:21]3[CH:22]=[C:23]([CH3:37])[C:24]([O:25][CH2:26][C:27]([OH:29])=[O:28])=[C:34]([CH3:36])[CH:35]=3)[O:18][C:7]=2[N:8]=[C:9]([O:11][CH2:12][CH2:13][C:14]([F:17])([F:16])[F:15])[N:10]=1)[CH:2]([CH3:4])[CH3:3]. (5) The product is: [C:15]([O:19][C:20](=[O:21])[NH:22][CH2:23][CH2:24][O:8][C:5]1[CH:6]=[CH:7][C:2]([F:1])=[CH:3][CH:4]=1)([CH3:18])([CH3:17])[CH3:16]. Given the reactants [F:1][C:2]1[CH:7]=[CH:6][C:5]([OH:8])=[CH:4][CH:3]=1.C(=O)([O-])[O-].[Cs+].[Cs+].[C:15]([O:19][C:20]([NH:22][CH2:23][CH2:24]OS(C)(=O)=O)=[O:21])([CH3:18])([CH3:17])[CH3:16].O, predict the reaction product.